From a dataset of Plasma protein binding rate (PPBR) regression data from AstraZeneca. Regression/Classification. Given a drug SMILES string, predict its absorption, distribution, metabolism, or excretion properties. Task type varies by dataset: regression for continuous measurements (e.g., permeability, clearance, half-life) or binary classification for categorical outcomes (e.g., BBB penetration, CYP inhibition). For this dataset (ppbr_az), we predict Y. (1) The Y is 19.0 %. The molecule is Cn1cc[nH]c1=S. (2) The drug is CO[C@@H]1CN(CCn2c(=O)ccc3ccc(C#N)cc32)CC[C@H]1NCc1ccc2c(n1)NC(=O)CO2. The Y is 72.5 %. (3) The drug is Fc1ccc(-c2cnc(C3CCN(Cc4ccn(-c5ccc(C(F)(F)F)cc5)c4)CC3)[nH]2)cc1. The Y is 99.9 %. (4) The molecule is O=c1cc(Cn2c(C3CCC3)nc3nccnc32)c2ccc(F)c(F)c2[nH]1. The Y is 79.9 %. (5) The drug is C[C@]12CC[C@H]3[C@@H](C=CC4=CC(=O)CC[C@@]43C)[C@@H]1CC[C@@]21CCC(=O)O1. The Y is 94.1 %. (6) The Y is 98.2 %. The compound is CN1CCN(c2ccc3ncc(C(N)=O)c(Nc4ccc(Cl)cc4Cl)c3c2)CC1. (7) The drug is CCOC(=O)Nc1cc2c(c(N)n1)N=C(c1ccccc1)CCN2. The Y is 94.6 %. (8) The molecule is CN(C)CCOc1cc(NS(=O)(=O)c2c(Cl)cc(C(F)(F)F)cc2Cl)ccc1Cl. The Y is 99.7 %. (9) The molecule is NC1=NC(c2ccc(F)cc2)Cc2ccccc21. The Y is 64.0 %.